This data is from Full USPTO retrosynthesis dataset with 1.9M reactions from patents (1976-2016). The task is: Predict the reactants needed to synthesize the given product. (1) The reactants are: Cl[C:2]1[CH:7]=[C:6]([C:8]([F:17])([C:13]([F:16])([F:15])[F:14])[C:9]([F:12])([F:11])[F:10])[CH:5]=[C:4](Cl)[C:3]=1N.N1C=CC=C[CH:21]=1.S(=[N:28][C:29]1[CH:30]=[C:31]([CH:35]=[CH:36][C:37]=1[Br:38])[C:32](Cl)=[O:33])=O.C[N:40]([CH3:43])C=O. Given the product [NH2:28][C:29]1[CH:30]=[C:31]([CH:35]=[CH:36][C:37]=1[Br:38])[C:32]([NH:40][C:43]1[C:4]([CH3:3])=[CH:5][C:6]([C:8]([F:17])([C:13]([F:15])([F:14])[F:16])[C:9]([F:10])([F:12])[F:11])=[CH:7][C:2]=1[CH3:21])=[O:33], predict the reactants needed to synthesize it. (2) Given the product [Cl:1][C:2]1[CH:3]=[N:4][C:5]2[NH:6][C:7]3[CH:8]=[C:9]([NH2:31])[CH:10]=[C:11]([CH:25]=3)[O:12][CH2:13][CH2:14][S:15][C:16]3[CH:24]=[C:20]([NH:21][C:22]=1[N:23]=2)[CH:19]=[CH:18][CH:17]=3, predict the reactants needed to synthesize it. The reactants are: [Cl:1][C:2]1[CH:3]=[N:4][C:5]2[NH:6][C:7]3[CH:8]=[C:9](C(O)=O)[CH:10]=[C:11]([CH:25]=3)[O:12][CH2:13][CH2:14][S:15][C:16]3[CH:24]=[C:20]([NH:21][C:22]=1[N:23]=2)[CH:19]=[CH:18][CH:17]=3.C([N:31](CC)CC)C.C1(OP(=O)OC2C=CC=CC=2)C=CC=CC=1.O. (3) Given the product [F:24][C:21]1[CH:22]=[CH:23][C:18]([N:15]2[C:14](=[O:25])[C:13]([C:26]([OH:28])=[O:27])=[N:12][N:11]([CH2:10][CH2:9][OH:8])[C:16]2=[O:17])=[CH:19][CH:20]=1, predict the reactants needed to synthesize it. The reactants are: [Si]([O:8][CH2:9][CH2:10][N:11]1[C:16](=[O:17])[N:15]([C:18]2[CH:23]=[CH:22][C:21]([F:24])=[CH:20][CH:19]=2)[C:14](=[O:25])[C:13]([C:26]([OH:28])=[O:27])=[N:12]1)(C(C)(C)C)(C)C.C(OC(C1C(=O)N(C2C=CC(F)=CC=2)C(=O)N(CC#C)N=1)=O)C.